The task is: Predict the reaction yield, written as a fraction of the theoretical maximum amount of product (1.0 means a 100% yield; for example, 0.34 means a 34% yield).. This data is from Reaction yield outcomes from USPTO patents with 853,638 reactions. (1) The reactants are [Cl:1][C:2]1[CH:14]=[CH:13][C:5]([CH2:6][CH:7]2[CH2:12][CH2:11][NH:10][CH2:9][CH2:8]2)=[CH:4][CH:3]=1.[CH:15]([C:17]([CH3:19])=[O:18])=[CH2:16]. The catalyst is O. The product is [ClH:1].[Cl:1][C:2]1[CH:3]=[CH:4][C:5]([CH2:6][CH:7]2[CH2:8][CH2:9][N:10]([CH2:16][CH2:15][CH:17]([OH:18])[CH3:19])[CH2:11][CH2:12]2)=[CH:13][CH:14]=1. The yield is 0.900. (2) The reactants are [Br:1][C:2]1[CH:3]=[C:4]([N+:12]([O-:14])=[O:13])[C:5]([CH3:11])=[C:6]([CH:10]=1)[C:7]([OH:9])=[O:8].[C:15](=O)([O-])[O-].[Na+].[Na+].CI. The catalyst is CN(C=O)C. The product is [Br:1][C:2]1[CH:3]=[C:4]([N+:12]([O-:14])=[O:13])[C:5]([CH3:11])=[C:6]([CH:10]=1)[C:7]([O:9][CH3:15])=[O:8]. The yield is 0.970.